Dataset: Catalyst prediction with 721,799 reactions and 888 catalyst types from USPTO. Task: Predict which catalyst facilitates the given reaction. Reactant: [Br:1][C:2]1[CH:3]=[N:4][C:5]([Cl:11])=[C:6]([CH:10]=1)[C:7]([O-])=[O:8].[Na+].C(Cl)(=O)C(Cl)=O.C[N:20](C=O)C.N. Product: [Br:1][C:2]1[CH:3]=[N:4][C:5]([Cl:11])=[C:6]([CH:10]=1)[C:7]([NH2:20])=[O:8]. The catalyst class is: 2.